Dataset: Forward reaction prediction with 1.9M reactions from USPTO patents (1976-2016). Task: Predict the product of the given reaction. (1) Given the reactants F[C:2](F)(F)[C:3](O)=O.[CH3:8][CH:9]([O:11][C:12]1[CH:19]=[CH:18][C:17]([CH:20]2[N:24](C3C(C)=C4C(=CC=3)CNCC4)[N:23]=[CH:22][S:21]2)=[CH:16][C:13]=1[C:14]#[N:15])[CH3:10].[CH3:36][C:37]1([CH3:44])[O:42][CH2:41][C:40](=O)[CH2:39][O:38]1.C(O[BH-](O[C:55](=O)[CH3:56])OC(=O)C)(=O)C.[Na+].C(=O)([O-])O.[Na+], predict the reaction product. The product is: [CH3:44][C:37]1([CH3:36])[O:38][CH2:39][CH:40]([N:15]2[CH2:56][CH2:55][C:16]3[C:13](=[CH:12][CH:19]=[C:18]([C:22]4[S:21][C:20]([C:17]5[CH:18]=[CH:19][C:12]([O:11][CH:9]([CH3:8])[CH3:10])=[C:13]([CH:16]=5)[C:14]#[N:15])=[N:24][N:23]=4)[C:3]=3[CH3:2])[CH2:14]2)[CH2:41][O:42]1. (2) Given the reactants CO[CH2:3][N:4]([CH2:10][C:11]1[CH:16]=[CH:15][CH:14]=[CH:13][CH:12]=1)[CH2:5][Si](C)(C)C.[Cl:17][C:18]1[CH:23]=[CH:22][C:21](/[CH:24]=[CH:25]/[N+:26]([O-:28])=[O:27])=[CH:20][CH:19]=1.FC(F)(F)C(O)=O, predict the reaction product. The product is: [CH2:10]([N:4]1[CH2:5][CH:25]([N+:26]([O-:28])=[O:27])[CH:24]([C:21]2[CH:22]=[CH:23][C:18]([Cl:17])=[CH:19][CH:20]=2)[CH2:3]1)[C:11]1[CH:16]=[CH:15][CH:14]=[CH:13][CH:12]=1. (3) Given the reactants [CH:1]([CH:4]1[C:9](=O)[NH:8][C:7]2[CH:11]=[C:12]([CH3:15])[CH:13]=[CH:14][C:6]=2[O:5]1)([CH3:3])[CH3:2].[H-].[Al+3].[Li+].[H-].[H-].[H-].[OH-].[Na+].S([O-])([O-])(=O)=O.[Mg+2], predict the reaction product. The product is: [CH:1]([CH:4]1[CH2:9][NH:8][C:7]2[CH:11]=[C:12]([CH3:15])[CH:13]=[CH:14][C:6]=2[O:5]1)([CH3:3])[CH3:2]. (4) Given the reactants Br[C:2]1[N:3]=[C:4]([C:23]2[O:24][C:25]([C:28]3[CH:33]=[CH:32][CH:31]=[CH:30][CH:29]=3)=[N:26][N:27]=2)[C:5]([N:8]([C:16]([O:18][C:19]([CH3:22])([CH3:21])[CH3:20])=[O:17])[C:9](=[O:15])[O:10][C:11]([CH3:14])([CH3:13])[CH3:12])=[N:6][CH:7]=1.[CH2:34]1[C:38]2([CH2:42][CH2:41][NH:40][CH2:39]2)[CH2:37][N:36]([C:43]([O:45][C:46]([CH3:49])([CH3:48])[CH3:47])=[O:44])[CH2:35]1.CCN(C(C)C)C(C)C, predict the reaction product. The product is: [C:11]([O:10][C:9]([N:8]([C:16]([O:18][C:19]([CH3:22])([CH3:21])[CH3:20])=[O:17])[C:5]1[N:6]=[CH:7][C:2]([N:40]2[CH2:41][CH2:42][C:38]3([CH2:34][CH2:35][N:36]([C:43]([O:45][C:46]([CH3:47])([CH3:48])[CH3:49])=[O:44])[CH2:37]3)[CH2:39]2)=[N:3][C:4]=1[C:23]1[O:24][C:25]([C:28]2[CH:33]=[CH:32][CH:31]=[CH:30][CH:29]=2)=[N:26][N:27]=1)=[O:15])([CH3:14])([CH3:13])[CH3:12]. (5) Given the reactants [Br:1][C:2]1[CH:7]=[CH:6][C:5]([S:8][C:9]2[N:14]=[C:13]([CH3:15])[C:12]([CH:16]=[O:17])=[CH:11][CH:10]=2)=[C:4](C)[CH:3]=1.Br[C:20]1C=CC(N)=CC=1C.ClC1N=C(C)C(C=O)=CC=1.C([O-])([O-])=O.[K+].[K+], predict the reaction product. The product is: [Br:1][C:2]1[CH:3]=[CH:4][C:5]([S:8][C:9]2[N:14]=[C:13]([CH3:15])[C:12]([CH:16]=[O:17])=[CH:11][CH:10]=2)=[CH:6][C:7]=1[CH3:20]. (6) Given the reactants [NH2:1][C:2]1[N:3]=[C:4]([Cl:23])[C:5]2[CH2:10][C:9](=[O:11])[N:8]([CH2:12][C:13]3[C:18]([CH3:19])=[C:17]([O:20][CH3:21])[C:16]([CH3:22])=[CH:15][N:14]=3)[C:6]=2[N:7]=1.[CH2:24]([N:26]([CH2:40][CH3:41])[CH2:27][CH2:28][O:29][CH2:30][C:31]([C:33]1[CH:34]=[C:35]([CH:38]=O)[NH:36][CH:37]=1)=[O:32])[CH3:25].N1CCCCC1, predict the reaction product. The product is: [NH2:1][C:2]1[N:3]=[C:4]([Cl:23])[C:5]2=[C:6]([N:8]([CH2:12][C:13]3[C:18]([CH3:19])=[C:17]([O:20][CH3:21])[C:16]([CH3:22])=[CH:15][N:14]=3)[C:9](=[O:11])/[C:10]/2=[CH:38]\[C:35]2[NH:36][CH:37]=[C:33]([C:31](=[O:32])[CH2:30][O:29][CH2:28][CH2:27][N:26]([CH2:40][CH3:41])[CH2:24][CH3:25])[CH:34]=2)[N:7]=1.